Task: Predict the reactants needed to synthesize the given product.. Dataset: Full USPTO retrosynthesis dataset with 1.9M reactions from patents (1976-2016) (1) Given the product [ClH:54].[ClH:54].[N:6]1([CH2:43][CH2:38][N:19]([C@:9]([CH2:10][C:11]2[CH:12]=[CH:13][C:14]([OH:17])=[CH:15][CH:16]=2)([CH3:18])[C:7]([NH:6][CH2:1][CH2:2][CH:3]([CH3:4])[CH3:5])=[O:8])[C:20](=[O:37])[OH:21])[CH2:48][CH2:46][NH:19][CH2:9][CH2:7]1, predict the reactants needed to synthesize it. The reactants are: [CH2:1]([NH:6][C:7]([C@:9]([NH:19][C:20](=[O:37])[O:21]CCN1CCN(C(OC(C)(C)C)=O)CC1)([CH3:18])[CH2:10][C:11]1[CH:16]=[CH:15][C:14]([OH:17])=[CH:13][CH:12]=1)=[O:8])[CH2:2][CH:3]([CH3:5])[CH3:4].[C:38]1(SC)[CH:43]=CC=CC=1.[C:46](O)([C:48](F)(F)F)=O.C(Cl)[Cl:54]. (2) Given the product [C:1]([C:3]1[CH:8]=[CH:7][C:6]([CH:9]2[C:18]3[C:13](=[CH:14][CH:15]=[N:16][C:17]=3[O:19][CH2:20][CH3:21])[NH:12][C:11]([CH3:22])=[C:10]2[C:23]([OH:25])=[O:24])=[C:5]([O:30][CH3:31])[CH:4]=1)#[N:2], predict the reactants needed to synthesize it. The reactants are: [C:1]([C:3]1[CH:8]=[CH:7][C:6]([CH:9]2[C:18]3[C:13](=[CH:14][CH:15]=[N:16][C:17]=3[O:19][CH2:20][CH3:21])[NH:12][C:11]([CH3:22])=[C:10]2[C:23]([O:25]CCC#N)=[O:24])=[C:5]([O:30][CH3:31])[CH:4]=1)#[N:2].[OH-].[Na+].C(OCC)C.O. (3) Given the product [C:21]([O:25][C:26]([NH:28][C@@H:29]([CH3:30])[C:31]([N:1]1[C:9]2[C:4](=[CH:5][CH:6]=[CH:7][CH:8]=2)[CH2:3][C@H:2]1[C:10]([O:12][CH3:13])=[O:11])=[O:32])=[O:27])([CH3:24])([CH3:23])[CH3:22], predict the reactants needed to synthesize it. The reactants are: [NH:1]1[C:9]2[C:4](=[CH:5][CH:6]=[CH:7][CH:8]=2)[CH2:3][C@H:2]1[C:10]([O:12][CH3:13])=[O:11].C(N(CC)CC)C.[C:21]([O:25][C:26]([NH:28][C@H:29]([C:31](O)=[O:32])[CH3:30])=[O:27])([CH3:24])([CH3:23])[CH3:22].C1(N=C=NC2CCCCC2)CCCCC1.